Task: Predict the reactants needed to synthesize the given product.. Dataset: Full USPTO retrosynthesis dataset with 1.9M reactions from patents (1976-2016) Given the product [CH3:33][O:34][C:35]1[CH:36]=[C:37]([CH:40]=[CH:41][CH:42]=1)[CH2:38][NH:39][C:13](=[O:15])[C:12]1[CH:11]=[CH:10][C:9]([B:4]2[O:5][C:6]([CH3:7])([CH3:8])[C:2]([CH3:1])([CH3:18])[O:3]2)=[CH:17][CH:16]=1, predict the reactants needed to synthesize it. The reactants are: [CH3:1][C:2]1([CH3:18])[C:6]([CH3:8])([CH3:7])[O:5][B:4]([C:9]2[CH:17]=[CH:16][C:12]([C:13]([OH:15])=O)=[CH:11][CH:10]=2)[O:3]1.C1C=CC2N(O)N=NC=2C=1.C(Cl)CCl.[CH3:33][O:34][C:35]1[CH:36]=[C:37]([CH:40]=[CH:41][CH:42]=1)[CH2:38][NH2:39].